From a dataset of Peptide-MHC class I binding affinity with 185,985 pairs from IEDB/IMGT. Regression. Given a peptide amino acid sequence and an MHC pseudo amino acid sequence, predict their binding affinity value. This is MHC class I binding data. (1) The peptide sequence is RTRDIYISRR. The MHC is HLA-A31:01 with pseudo-sequence HLA-A31:01. The binding affinity (normalized) is 0.692. (2) The peptide sequence is HSDAVEDFL. The MHC is HLA-A25:01 with pseudo-sequence HLA-A25:01. The binding affinity (normalized) is 0.0847. (3) The MHC is HLA-B57:01 with pseudo-sequence HLA-B57:01. The binding affinity (normalized) is 0.0847. The peptide sequence is MTVDEVEDY. (4) The peptide sequence is YVFPVIFSR. The MHC is HLA-B51:01 with pseudo-sequence HLA-B51:01. The binding affinity (normalized) is 0.